Dataset: Forward reaction prediction with 1.9M reactions from USPTO patents (1976-2016). Task: Predict the product of the given reaction. (1) Given the reactants N(C(OCC)=O)=NC(OCC)=O.C1(P(C2C=CC=CC=2)C2C=CC=CC=2)C=CC=CC=1.[Br:32][C:33]1[C:42]([OH:43])=[CH:41][CH:40]=[C:39]2[C:34]=1[CH:35]=[CH:36][N:37]=[CH:38]2.[C:44]([N:51]1[CH2:56][CH2:55][CH:54](O)[CH2:53][CH2:52]1)([O:46][C:47]([CH3:50])([CH3:49])[CH3:48])=[O:45].C(N(CC)CC)C, predict the reaction product. The product is: [C:47]([O:46][C:44]([N:51]1[CH2:56][CH2:55][CH:54]([O:43][C:42]2[C:33]([Br:32])=[C:34]3[C:39](=[CH:40][CH:41]=2)[CH:38]=[N:37][CH:36]=[CH:35]3)[CH2:53][CH2:52]1)=[O:45])([CH3:50])([CH3:48])[CH3:49]. (2) Given the reactants [OH:1][C:2]1[CH:3]=[C:4]([CH2:12][C:13]([OH:15])=[O:14])[CH:5]=[C:6]([C:8]([F:11])([F:10])[F:9])[CH:7]=1.Cl[C:17]1[C:22]([CH3:23])=[CH:21][C:20]([S:24]([C:27]2[CH:32]=[CH:31][CH:30]=[CH:29][CH:28]=2)(=[O:26])=[O:25])=[CH:19][N:18]=1, predict the reaction product. The product is: [CH3:23][C:22]1[C:17]([O:1][C:2]2[CH:3]=[C:4]([CH2:12][C:13]([OH:15])=[O:14])[CH:5]=[C:6]([C:8]([F:9])([F:10])[F:11])[CH:7]=2)=[N:18][CH:19]=[C:20]([S:24]([C:27]2[CH:28]=[CH:29][CH:30]=[CH:31][CH:32]=2)(=[O:26])=[O:25])[CH:21]=1. (3) Given the reactants [CH3:1][CH:2]([CH2:4][C@H:5]([NH:31][C:32]([C@H:34]([NH:45][C:46]([C@@H:48]([NH:57][C:58]([C@@H:60]([NH:63][C:64]([C@@H:66]([NH:77][C:78]([C@@H:80]([NH:87][C:88]([C@H:90]1[NH:95][C:93](=[O:94])[CH2:92][CH2:91]1)=[O:89])[CH2:81][C:82]1[N:86]=[CH:85][NH:84][CH:83]=1)=[O:79])[CH2:67][C:68]1[C:72]2[CH:73]=[CH:74][CH:75]=[CH:76][C:71]=2[NH:70][CH:69]=1)=[O:65])[CH2:61][OH:62])=[O:59])[CH2:49][C:50]1[CH:51]=[CH:52][C:53]([OH:56])=[CH:54][CH:55]=1)=[O:47])[CH2:35][C:36]1[C:40]2[CH:41]=[CH:42][CH:43]=[CH:44][C:39]=2[NH:38][CH:37]=1)=[O:33])[C:6]([NH:8][C@H:9]([C:17]([N:19]1[C@H:23]([C:24]([NH:26][CH2:27][C:28]([NH2:30])=[O:29])=[O:25])[CH2:22][CH2:21][CH2:20]1)=[O:18])[CH2:10][CH2:11][CH2:12][NH:13][C:14]([NH2:16])=[NH:15])=[O:7])[CH3:3].[C:96]([O-:99])(=[O:98])[CH3:97], predict the reaction product. The product is: [CH3:3][CH:2]([CH2:4][C@H:5]([NH:31][C:32]([C@H:34]([NH:45][C:46]([C@@H:48]([NH:57][C:58]([C@@H:60]([NH:63][C:64]([C@@H:66]([NH:77][C:78]([C@@H:80]([NH:87][C:88]([C@H:90]1[NH:95][C:93](=[O:94])[CH2:92][CH2:91]1)=[O:89])[CH2:81][C:82]1[NH:86][CH:85]=[N:84][CH:83]=1)=[O:79])[CH2:67][C:68]1[C:72]2[C:71](=[CH:76][CH:75]=[CH:74][CH:73]=2)[NH:70][CH:69]=1)=[O:65])[CH2:61][OH:62])=[O:59])[CH2:49][C:50]1[CH:55]=[CH:54][C:53]([OH:56])=[CH:52][CH:51]=1)=[O:47])[CH2:35][C:36]1[C:40]2[C:39](=[CH:44][CH:43]=[CH:42][CH:41]=2)[NH:38][CH:37]=1)=[O:33])[C:6]([NH:8][C@H:9]([C:17]([N:19]1[C@H:23]([C:24]([NH:26][CH2:27][C:28]([NH2:30])=[O:29])=[O:25])[CH2:22][CH2:21][CH2:20]1)=[O:18])[CH2:10][CH2:11][CH2:12][N:13]=[C:14]([NH2:15])[NH2:16])=[O:7])[CH3:1].[CH3:97][C:96]([OH:99])=[O:98]. (4) Given the reactants Cl[C:2]1[N:7]=[C:6]([CH3:8])[CH:5]=[C:4]([CH3:9])[N:3]=1.[C:10]([O:14][C:15]([N:17]1[CH2:22][CH2:21][CH:20]([NH2:23])[CH2:19][CH2:18]1)=[O:16])([CH3:13])([CH3:12])[CH3:11].C(N(C(C)C)C(C)C)C, predict the reaction product. The product is: [C:10]([O:14][C:15]([N:17]1[CH2:22][CH2:21][CH:20]([NH:23][C:2]2[N:7]=[C:6]([CH3:8])[CH:5]=[C:4]([CH3:9])[N:3]=2)[CH2:19][CH2:18]1)=[O:16])([CH3:13])([CH3:11])[CH3:12]. (5) The product is: [CH2:23]([O:22][C:20]([N:8]1[CH2:9][C@@H:10]([O:12][Si:13]([C:16]([CH3:17])([CH3:18])[CH3:19])([CH3:15])[CH3:14])[CH2:11][C@@H:7]1[CH2:5][OH:4])=[O:21])[C:24]1[CH:29]=[CH:28][CH:27]=[CH:26][CH:25]=1. Given the reactants [BH4-].[Li+].C[O:4][C:5]([C@H:7]1[CH2:11][C@H:10]([O:12][Si:13]([C:16]([CH3:19])([CH3:18])[CH3:17])([CH3:15])[CH3:14])[CH2:9][N:8]1[C:20]([O:22][CH2:23][C:24]1[CH:29]=[CH:28][CH:27]=[CH:26][CH:25]=1)=[O:21])=O.O.Cl, predict the reaction product. (6) Given the reactants [CH3:1][O:2][C:3]1[CH:10]=[CH:9][C:6]([CH:7]=O)=[CH:5][CH:4]=1.[NH2:11][C:12]1[CH:16]=[CH:15][O:14][N:13]=1.O.C(O)(=O)C.C1([SiH3])C=CC=CC=1, predict the reaction product. The product is: [CH3:1][O:2][C:3]1[CH:10]=[CH:9][C:6]([CH2:7][NH:11][C:12]2[CH:16]=[CH:15][O:14][N:13]=2)=[CH:5][CH:4]=1.